This data is from NCI-60 drug combinations with 297,098 pairs across 59 cell lines. The task is: Regression. Given two drug SMILES strings and cell line genomic features, predict the synergy score measuring deviation from expected non-interaction effect. (1) Drug 1: CN(C)C1=NC(=NC(=N1)N(C)C)N(C)C. Drug 2: CN1C(=O)N2C=NC(=C2N=N1)C(=O)N. Cell line: SK-OV-3. Synergy scores: CSS=-4.32, Synergy_ZIP=1.16, Synergy_Bliss=-2.42, Synergy_Loewe=-4.81, Synergy_HSA=-4.98. (2) Drug 1: CC1=C(C=C(C=C1)C(=O)NC2=CC(=CC(=C2)C(F)(F)F)N3C=C(N=C3)C)NC4=NC=CC(=N4)C5=CN=CC=C5. Drug 2: C1CN(P(=O)(OC1)NCCCl)CCCl. Cell line: IGROV1. Synergy scores: CSS=-2.35, Synergy_ZIP=2.44, Synergy_Bliss=0.692, Synergy_Loewe=-0.574, Synergy_HSA=-2.21. (3) Drug 1: COC1=C(C=C2C(=C1)N=CN=C2NC3=CC(=C(C=C3)F)Cl)OCCCN4CCOCC4. Drug 2: CCN(CC)CCCC(C)NC1=C2C=C(C=CC2=NC3=C1C=CC(=C3)Cl)OC. Cell line: OVCAR3. Synergy scores: CSS=48.9, Synergy_ZIP=2.64, Synergy_Bliss=4.56, Synergy_Loewe=0.321, Synergy_HSA=6.63. (4) Drug 1: CN1CCC(CC1)COC2=C(C=C3C(=C2)N=CN=C3NC4=C(C=C(C=C4)Br)F)OC. Drug 2: CS(=O)(=O)C1=CC(=C(C=C1)C(=O)NC2=CC(=C(C=C2)Cl)C3=CC=CC=N3)Cl. Cell line: SR. Synergy scores: CSS=3.85, Synergy_ZIP=-6.82, Synergy_Bliss=-7.98, Synergy_Loewe=-7.48, Synergy_HSA=-7.98.